Dataset: Catalyst prediction with 721,799 reactions and 888 catalyst types from USPTO. Task: Predict which catalyst facilitates the given reaction. (1) Reactant: [NH2:1][C@@H:2]1[C:11]2[C:6](=[CH:7][CH:8]=[CH:9][CH:10]=2)[C@H:5]([OH:12])[CH2:4][CH2:3]1.[H-].[Na+].[CH:15]1([C:21]2[N:25]3[CH:26]=[C:27](F)[CH:28]=[CH:29][C:24]3=[N:23][N:22]=2)[CH2:20][CH2:19][CH2:18][CH2:17][CH2:16]1. Product: [CH:15]1([C:21]2[N:25]3[CH:26]=[C:27]([O:12][C@H:5]4[C:6]5[C:11](=[CH:10][CH:9]=[CH:8][CH:7]=5)[C@@H:2]([NH2:1])[CH2:3][CH2:4]4)[CH:28]=[CH:29][C:24]3=[N:23][N:22]=2)[CH2:16][CH2:17][CH2:18][CH2:19][CH2:20]1. The catalyst class is: 3. (2) Product: [N+:12]([C:7]1[C:2]([OH:1])=[CH:3][C:4]([C:8]([F:11])([F:9])[F:10])=[N:5][CH:6]=1)([O-:14])=[O:13]. The catalyst class is: 82. Reactant: [OH:1][C:2]1[CH:7]=[CH:6][N:5]=[C:4]([C:8]([F:11])([F:10])[F:9])[CH:3]=1.[N+:12]([O-])([OH:14])=[O:13].[OH-].[Na+]. (3) Reactant: [OH2:1].[C:2]1([CH3:12])[CH:7]=[CH:6][C:5](S(O)(=O)=O)=[CH:4][CH:3]=1.[O:13]1[CH2:17][CH2:16][CH2:15][CH2:14]1. Product: [OH:13][CH:17]([C:5]1[CH:6]=[CH:7][C:2]([CH:12]=[O:1])=[CH:3][CH:4]=1)[CH2:16][CH2:15][CH3:14]. The catalyst class is: 6. (4) Reactant: [CH3:1][O:2][C:3]([C:5]1[N:9]=[CH:8][NH:7][N:6]=1)=[O:4].[C:10]1([C:16](Cl)([C:23]2[CH:28]=[CH:27][CH:26]=[CH:25][CH:24]=2)[C:17]2[CH:22]=[CH:21][CH:20]=[CH:19][CH:18]=2)[CH:15]=[CH:14][CH:13]=[CH:12][CH:11]=1.C(N(CC)CC)C. Product: [CH3:1][O:2][C:3]([C:5]1[N:9]=[CH:8][N:7]([C:16]([C:10]2[CH:15]=[CH:14][CH:13]=[CH:12][CH:11]=2)([C:23]2[CH:24]=[CH:25][CH:26]=[CH:27][CH:28]=2)[C:17]2[CH:18]=[CH:19][CH:20]=[CH:21][CH:22]=2)[N:6]=1)=[O:4]. The catalyst class is: 9. (5) Reactant: Cl[C:2]1[C:11]2[C:6](=[CH:7][C:8]([C:14]3[C:15]([CH3:20])=[N:16][O:17][C:18]=3[CH3:19])=[C:9]([O:12][CH3:13])[CH:10]=2)[N:5]=[CH:4][C:3]=1[N+:21]([O-:23])=[O:22].[CH3:24][C@@H:25]([NH2:32])[C:26]1[CH:31]=[CH:30][CH:29]=[CH:28][CH:27]=1. Product: [CH3:20][C:15]1[C:14]([C:8]2[CH:7]=[C:6]3[C:11]([C:2]([NH:32][C@@H:25]([C:26]4[CH:31]=[CH:30][CH:29]=[CH:28][CH:27]=4)[CH3:24])=[C:3]([N+:21]([O-:23])=[O:22])[CH:4]=[N:5]3)=[CH:10][C:9]=2[O:12][CH3:13])=[C:18]([CH3:19])[O:17][N:16]=1. The catalyst class is: 23. (6) Reactant: Br[C:2]1[CH:7]=[C:6]([F:8])[CH:5]=[CH:4][C:3]=1[C:9]1([NH2:12])[CH2:11][CH2:10]1.CCN(C(C)C)C(C)C.CN([CH:25]=[O:26])C. Product: [F:8][C:6]1[CH:7]=[C:2]2[C:3](=[CH:4][CH:5]=1)[C:9]1([CH2:11][CH2:10]1)[NH:12][C:25]2=[O:26]. The catalyst class is: 140.